Dataset: Catalyst prediction with 721,799 reactions and 888 catalyst types from USPTO. Task: Predict which catalyst facilitates the given reaction. (1) Reactant: Cl.[NH2:2][C@H:3]([CH:6]=[CH2:7])[CH2:4][OH:5].C(N(CC)CC)C.[C:15]([O:19][C:20](O[C:20]([O:19][C:15]([CH3:18])([CH3:17])[CH3:16])=[O:21])=[O:21])([CH3:18])([CH3:17])[CH3:16]. Product: [OH:5][CH2:4][C@H:3]([NH:2][C:20](=[O:21])[O:19][C:15]([CH3:18])([CH3:17])[CH3:16])[CH:6]=[CH2:7]. The catalyst class is: 8. (2) Reactant: [NH2:1][C:2]1[C:3]([NH:13][C@@H:14]2[CH2:18][C@H:17]([O:19][CH2:20][CH2:21][OH:22])[C@@H:16]([OH:23])[C@H:15]2[OH:24])=[N:4][C:5]([S:9][CH2:10][CH2:11][CH3:12])=[N:6][C:7]=1[Cl:8].[N:25]([O-])=O.[Na+]. Product: [Cl:8][C:7]1[C:2]2[N:1]=[N:25][N:13]([C@@H:14]3[CH2:18][C@H:17]([O:19][CH2:20][CH2:21][OH:22])[C@@H:16]([OH:23])[C@H:15]3[OH:24])[C:3]=2[N:4]=[C:5]([S:9][CH2:10][CH2:11][CH3:12])[N:6]=1. The catalyst class is: 342. (3) Reactant: ClC1C=CC([C:10]2[CH2:14][C:13]([C:19]3[CH:24]=[C:23]([Cl:25])[CH:22]=[C:21]([Cl:26])[CH:20]=3)([C:15]([F:18])([F:17])[F:16])[O:12][N:11]=2)=CC=1CN.C([N:29]([CH2:32][CH3:33])CC)C.[F:34][C:35]([F:42])([F:41])[CH2:36][CH2:37][C:38](Cl)=[O:39].C(=O)([O-])O.[Na+]. Product: [Cl:25][C:23]1[CH:22]=[CH:21][CH:20]=[CH:19][C:33]=1[CH:32]([C:10]1[CH2:14][C:13]([C:19]2[CH:24]=[C:23]([Cl:25])[CH:22]=[C:21]([Cl:26])[CH:20]=2)([C:15]([F:16])([F:18])[F:17])[O:12][N:11]=1)[NH:29][C:38](=[O:39])[CH2:37][CH2:36][C:35]([F:42])([F:41])[F:34]. The catalyst class is: 7. (4) Product: [Cl:1][C:2]1[CH:11]=[C:10]([CH:12]([O:14][C:15]2[CH:20]=[CH:19][CH:18]=[CH:17][CH:16]=2)[CH3:13])[CH:9]=[CH:8][C:3]=1[C:4]([OH:6])=[O:5]. The catalyst class is: 7. Reactant: [Cl:1][C:2]1[CH:11]=[C:10]([CH:12]([O:14][C:15]2[CH:20]=[CH:19][CH:18]=[CH:17][CH:16]=2)[CH3:13])[CH:9]=[CH:8][C:3]=1[C:4]([O:6]C)=[O:5].O.[OH-].[Li+].O.CO. (5) Reactant: [N:1]1([CH2:6][C@H:7]2[CH2:11][CH2:10][C@@H:9]([NH:12][CH2:13][C:14]([N:16]3[CH2:20][C@@H:19]([F:21])[CH2:18][C@H:17]3[C:22]#[N:23])=[O:15])[CH2:8]2)[CH:5]=[N:4][CH:3]=[N:2]1.[C:24]1([S:38]([OH:41])(=[O:40])=[O:39])[C:33]2[CH:32]=[CH:31][CH:30]=[C:29]([S:34]([OH:37])(=[O:36])=[O:35])[C:28]=2[CH:27]=[CH:26][CH:25]=1. Product: [C:24]1([S:38]([OH:41])(=[O:40])=[O:39])[C:33]2[CH:32]=[CH:31][CH:30]=[C:29]([S:34]([OH:37])(=[O:36])=[O:35])[C:28]=2[CH:27]=[CH:26][CH:25]=1.[N:1]1([CH2:6][C@H:7]2[CH2:11][CH2:10][C@@H:9]([NH:12][CH2:13][C:14]([N:16]3[CH2:20][C@@H:19]([F:21])[CH2:18][C@H:17]3[C:22]#[N:23])=[O:15])[CH2:8]2)[CH:5]=[N:4][CH:3]=[N:2]1. The catalyst class is: 21. (6) Reactant: [CH3:1][O:2][C:3]1[CH:17]=[CH:16][C:6]([O:7][C:8]2[CH:15]=[CH:14][C:11]([C:12]#[N:13])=[CH:10][CH:9]=2)=[CH:5][CH:4]=1.[NH2:18][OH:19]. Product: [CH3:1][O:2][C:3]1[CH:17]=[CH:16][C:6]([O:7][C:8]2[CH:15]=[CH:14][C:11](/[C:12](/[NH2:13])=[N:18]/[OH:19])=[CH:10][CH:9]=2)=[CH:5][CH:4]=1. The catalyst class is: 8.